This data is from Forward reaction prediction with 1.9M reactions from USPTO patents (1976-2016). The task is: Predict the product of the given reaction. (1) Given the reactants [CH3:1][O:2][C:3]1[CH:8]=[CH:7][C:6]([N:9]([CH:36]([C:43]2[CH:48]=[CH:47][CH:46]=[CH:45][CH:44]=2)[C:37]2[CH:42]=[CH:41][CH:40]=[CH:39][CH:38]=2)[C:10]2[C:11]3[CH:18]=[CH:17][N:16]([C@@H:19]4[O:25][C@H:24]([CH2:26][O:27][Si:28]([C:31]([CH3:34])([CH3:33])[CH3:32])([CH3:30])[CH3:29])[C@@H:22]([OH:23])[C@@:20]4([CH3:35])[OH:21])[C:12]=3[N:13]=[CH:14][N:15]=2)=[CH:5][CH:4]=1.C(N(CC)CC)C.[C:56](Cl)(=[O:64])[CH2:57][CH2:58][CH2:59][CH2:60][CH2:61][CH2:62][CH3:63], predict the reaction product. The product is: [CH3:1][O:2][C:3]1[CH:4]=[CH:5][C:6]([N:9]([CH:36]([C:37]2[CH:38]=[CH:39][CH:40]=[CH:41][CH:42]=2)[C:43]2[CH:44]=[CH:45][CH:46]=[CH:47][CH:48]=2)[C:10]2[C:11]3[CH:18]=[CH:17][N:16]([C@@H:19]4[O:25][C@H:24]([CH2:26][O:27][Si:28]([C:31]([CH3:32])([CH3:33])[CH3:34])([CH3:30])[CH3:29])[C@@H:22]([O:23][C:56](=[O:64])[CH2:57][CH2:58][CH2:59][CH2:60][CH2:61][CH2:62][CH3:63])[C@@:20]4([CH3:35])[OH:21])[C:12]=3[N:13]=[CH:14][N:15]=2)=[CH:7][CH:8]=1. (2) The product is: [CH2:27]([O:29][CH2:30][C:31]([N:16]1[CH2:17][CH2:18][CH:13]([O:12][C:9]2[C:10]([CH3:11])=[C:5]([O:4][C:3]3[CH:19]=[CH:20][C:21]([S:23]([CH3:26])(=[O:24])=[O:25])=[CH:22][C:2]=3[F:1])[N:6]=[CH:7][N:8]=2)[CH2:14][CH2:15]1)=[O:32])[CH3:28]. Given the reactants [F:1][C:2]1[CH:22]=[C:21]([S:23]([CH3:26])(=[O:25])=[O:24])[CH:20]=[CH:19][C:3]=1[O:4][C:5]1[C:10]([CH3:11])=[C:9]([O:12][CH:13]2[CH2:18][CH2:17][NH:16][CH2:15][CH2:14]2)[N:8]=[CH:7][N:6]=1.[CH2:27]([O:29][CH2:30][C:31](O)=[O:32])[CH3:28].CN(C(ON1N=NC2C=CC=NC1=2)=[N+](C)C)C.F[P-](F)(F)(F)(F)F, predict the reaction product. (3) The product is: [CH3:45][N:42]1[C:41]([CH:46]=[O:47])=[N:40][C:39]2[C:43]1=[N:44][C:36]([N:57]1[C:58]3[CH:64]=[CH:63][CH:62]=[CH:61][C:59]=3[N:60]=[C:56]1[CH3:54])=[N:37][C:38]=2[N:48]1[CH2:53][CH2:52][O:51][CH2:50][CH2:49]1. Given the reactants CC(C1C=C(C(C)C)C(C2C=CC=CC=2P(C2CCCCC2)C2CCCCC2)=C(C(C)C)C=1)C.Cl[C:36]1[N:44]=[C:43]2[C:39]([N:40]=[C:41]([CH:46]=[O:47])[N:42]2[CH3:45])=[C:38]([N:48]2[CH2:53][CH2:52][O:51][CH2:50][CH2:49]2)[N:37]=1.[CH2:54]([C:56]1[NH:60][C:59]2[CH:61]=[CH:62][CH:63]=[CH:64][C:58]=2[N:57]=1)C.C(=O)([O-])[O-].[Cs+].[Cs+], predict the reaction product. (4) Given the reactants Br[C:2]1[CH:3]=[C:4]([N+:13]([O-:15])=[O:14])[C:5]([NH:8][CH2:9][C:10]([NH2:12])=[O:11])=[N:6][CH:7]=1.[F:16][C:17]1[CH:25]=[C:24]2[C:20]([C:21](B3OC(C)(C)C(C)(C)O3)=[CH:22][N:23]2[C:26]([O:28][C:29]([CH3:32])([CH3:31])[CH3:30])=[O:27])=[CH:19][CH:18]=1, predict the reaction product. The product is: [NH2:12][C:10](=[O:11])[CH2:9][NH:8][C:5]1[N:6]=[CH:7][C:2]([C:21]2[C:20]3[C:24](=[CH:25][C:17]([F:16])=[CH:18][CH:19]=3)[N:23]([C:26]([O:28][C:29]([CH3:32])([CH3:31])[CH3:30])=[O:27])[CH:22]=2)=[CH:3][C:4]=1[N+:13]([O-:15])=[O:14]. (5) The product is: [NH:1]1[C:9]2[C:4](=[CH:5][CH:6]=[CH:7][CH:8]=2)[C:3]([CH2:10][CH2:11][C:12]([N:18]([CH:15]([CH3:17])[CH3:16])[NH:19][C:20](=[O:27])[C:21]2[CH:26]=[CH:25][CH:24]=[CH:23][CH:22]=2)=[O:14])=[CH:2]1. Given the reactants [NH:1]1[C:9]2[C:4](=[CH:5][CH:6]=[CH:7][CH:8]=2)[C:3]([CH2:10][CH2:11][C:12]([OH:14])=O)=[CH:2]1.[CH:15]([NH:18][NH:19][C:20](=[O:27])[C:21]1[CH:26]=[CH:25][CH:24]=[CH:23][CH:22]=1)([CH3:17])[CH3:16].CN(C(ON1N=NC2C=CC=NC1=2)=[N+](C)C)C.F[P-](F)(F)(F)(F)F.C(N(CC)C(C)C)(C)C, predict the reaction product. (6) The product is: [Br:1][C:2]1[CH:7]=[CH:6][CH:5]=[CH:4][C:3]=1[S:8]([N:11]([CH3:35])[C:12]1[C:13]([C:23]([N:25]2[CH2:26][CH2:27][O:28][CH2:29][CH2:30]2)=[O:24])=[N:14][N:15]([C:17]2[CH:22]=[CH:21][CH:20]=[CH:19][CH:18]=2)[CH:16]=1)(=[O:9])=[O:10]. Given the reactants [Br:1][C:2]1[CH:7]=[CH:6][CH:5]=[CH:4][C:3]=1[S:8]([NH:11][C:12]1[C:13]([C:23]([N:25]2[CH2:30][CH2:29][O:28][CH2:27][CH2:26]2)=[O:24])=[N:14][N:15]([C:17]2[CH:22]=[CH:21][CH:20]=[CH:19][CH:18]=2)[CH:16]=1)(=[O:10])=[O:9].[H-].[Na+].IC.[CH2:35](Cl)Cl, predict the reaction product. (7) Given the reactants [CH3:1][O:2][C:3]1[C:4]([C:9]#[N:10])=[N:5][CH:6]=[CH:7][CH:8]=1.[F:11][C:12]1[CH:17]=[CH:16][C:15]([C:18]2[S:22][C:21]([CH3:23])=[N:20][C:19]=2[C:24](O)=[O:25])=[CH:14][CH:13]=1, predict the reaction product. The product is: [NH2:10][CH2:9][C@H:4]1[C@@H:3]([O:2][CH3:1])[CH2:8][CH2:7][CH2:6][N:5]1[C:24]([C:19]1[N:20]=[C:21]([CH3:23])[S:22][C:18]=1[C:15]1[CH:16]=[CH:17][C:12]([F:11])=[CH:13][CH:14]=1)=[O:25]. (8) Given the reactants [Cl:1][C:2]1[CH:10]=[C:9]2[C:5]([C:6]([CH:11]=[O:12])=[CH:7][NH:8]2)=[CH:4][C:3]=1[C:13]1[CH:18]=[CH:17][C:16]([CH2:19][CH2:20][OH:21])=[CH:15][CH:14]=1.CC(=CC)C.Cl([O-])=[O:28].[Na+].O.OP([O-])(O)=O.[Na+], predict the reaction product. The product is: [Cl:1][C:2]1[CH:10]=[C:9]2[C:5]([C:6]([C:11]([OH:28])=[O:12])=[CH:7][NH:8]2)=[CH:4][C:3]=1[C:13]1[CH:18]=[CH:17][C:16]([CH2:19][CH2:20][OH:21])=[CH:15][CH:14]=1.